From a dataset of Reaction yield outcomes from USPTO patents with 853,638 reactions. Predict the reaction yield, written as a fraction of the theoretical maximum amount of product (1.0 means a 100% yield; for example, 0.34 means a 34% yield). (1) The reactants are ClCCN1CCOCC1.CS(OC1CCN(C(OC(C)(C)C)=O)CC1)(=O)=O.[F:28][C:29]1[CH:34]=[CH:33][C:32]([CH:35]([OH:67])[C:36]2[N:45]=[C:44]([NH:46][C:47]3[CH:51]=[C:50]([CH3:52])[NH:49][N:48]=3)[C:43]3[C:38](=[CH:39][C:40]([O:53][CH:54]4[CH2:59][CH2:58][N:57](C(OC(C)(C)C)=O)[CH2:56][CH2:55]4)=[CH:41][CH:42]=3)[N:37]=2)=[CH:31][CH:30]=1.Cl.O1CCOCC1. No catalyst specified. The product is [F:28][C:29]1[CH:30]=[CH:31][C:32]([CH:35]([C:36]2[N:45]=[C:44]([NH:46][C:47]3[CH:51]=[C:50]([CH3:52])[NH:49][N:48]=3)[C:43]3[C:38](=[CH:39][C:40]([O:53][CH:54]4[CH2:55][CH2:56][NH:57][CH2:58][CH2:59]4)=[CH:41][CH:42]=3)[N:37]=2)[OH:67])=[CH:33][CH:34]=1. The yield is 0.210. (2) The reactants are [Cl:1][C:2]1[CH:3]=[CH:4][C:5]2[O:9][C:8]([C:10]3[C:11]([F:30])=[CH:12][C:13]([F:29])=[C:14]([C@:16]4([CH3:28])[C:22]([F:24])([F:23])[C:21]([CH3:26])([CH3:25])[O:20][CH2:19][C:18](=O)[NH:17]4)[CH:15]=3)=[N:7][C:6]=2[CH:31]=1.COC1C=CC(P2(SP(C3C=CC(OC)=CC=3)(=S)S2)=[S:41])=CC=1. No catalyst specified. The product is [Cl:1][C:2]1[CH:3]=[CH:4][C:5]2[O:9][C:8]([C:10]3[C:11]([F:30])=[CH:12][C:13]([F:29])=[C:14]([C@:16]4([CH3:28])[C:22]([F:24])([F:23])[C:21]([CH3:26])([CH3:25])[O:20][CH2:19][C:18](=[S:41])[NH:17]4)[CH:15]=3)=[N:7][C:6]=2[CH:31]=1. The yield is 1.00.